Dataset: Forward reaction prediction with 1.9M reactions from USPTO patents (1976-2016). Task: Predict the product of the given reaction. (1) The product is: [C:1]([C:5]1[NH:6][C:7]([C:12]2[CH:13]=[CH:14][C:15]([CH3:18])=[CH:16][CH:17]=2)=[C:8]([NH2:10])[N:9]=1)([CH3:4])([CH3:3])[CH3:2]. Given the reactants [C:1]([C:5]1[NH:6][C:7]([C:12]2[CH:17]=[CH:16][C:15]([CH3:18])=[CH:14][CH:13]=2)=[C:8]([N:10]=O)[N:9]=1)([CH3:4])([CH3:3])[CH3:2].CO, predict the reaction product. (2) Given the reactants [C:1]1([CH2:7][CH2:8][C:9]#[CH:10])[CH:6]=[CH:5][CH:4]=[CH:3][CH:2]=1.C(Br)C=C.[OH-].[K+].C[N+]1([O-])CC[O:21][CH2:20][CH2:19]1, predict the reaction product. The product is: [C:1]1([CH2:7][CH2:8][C:9]#[C:10][CH2:19][CH:20]=[O:21])[CH:6]=[CH:5][CH:4]=[CH:3][CH:2]=1. (3) Given the reactants [CH2:1]([C:5]1[CH:10]=[CH:9][C:8]([N+:11]([O-])=O)=[CH:7][CH:6]=1)[CH:2]([CH3:4])[CH3:3].[CH3:14]C(C)(C)CC1C=CC=CC=1[N+]([O-])=O.[H][H], predict the reaction product. The product is: [CH3:3][C:2]([CH3:14])([CH3:4])[CH2:1][C:5]1[CH:10]=[CH:9][C:8]([NH2:11])=[CH:7][CH:6]=1. (4) The product is: [CH2:16]([O:40][C:38](=[O:39])[CH2:37][CH2:41][NH:42][C:6](=[O:8])[C:5]1[CH:4]=[CH:3][C:2]([NH2:1])=[CH:10][CH:9]=1)[CH3:17]. Given the reactants [NH2:1][C:2]1[CH:10]=[CH:9][C:5]([C:6]([OH:8])=O)=[CH:4][CH:3]=1.O.ON1[C:17]2C=CC=C[C:16]=2N=N1.Cl.C(N=C=NCCCN(C)C)C.Cl.C([CH:37]([CH2:41][NH2:42])[C:38]([OH:40])=[O:39])C.C(N(C(C)C)CC)(C)C, predict the reaction product. (5) Given the reactants Cl[C:2]1[N:7]=[CH:6][N:5]=[C:4]([NH:8][C:9]2[CH:33]=[CH:32][C:12]([C:13]([NH:15][C:16]3[S:20][N:19]=[C:18]([C:21]4[CH:26]=[CH:25][C:24](F)=[C:23]([C:28]([F:31])([F:30])[F:29])[CH:22]=4)[N:17]=3)=[O:14])=[CH:11][CH:10]=2)[CH:3]=1.[CH3:34][CH:35]([CH3:37])[O-:36].[Na+], predict the reaction product. The product is: [CH:35]([O:36][C:2]1[N:7]=[CH:6][N:5]=[C:4]([NH:8][C:9]2[CH:33]=[CH:32][C:12]([C:13]([NH:15][C:16]3[S:20][N:19]=[C:18]([C:21]4[CH:26]=[CH:25][C:24]([O:36][CH:35]([CH3:37])[CH3:34])=[C:23]([C:28]([F:30])([F:29])[F:31])[CH:22]=4)[N:17]=3)=[O:14])=[CH:11][CH:10]=2)[CH:3]=1)([CH3:37])[CH3:34]. (6) The product is: [C:30]([S:32][CH:6]1[CH2:11][CH2:10][N:9]([C:12]2[S:13][CH:14]=[C:15]([C:17]([O:19][CH2:20][C:21]3[CH:22]=[CH:23][C:24]([N+:27]([O-:29])=[O:28])=[CH:25][CH:26]=3)=[O:18])[N:16]=2)[CH2:8][CH2:7]1)(=[O:33])[CH3:31]. Given the reactants CS(O[CH:6]1[CH2:11][CH2:10][N:9]([C:12]2[S:13][CH:14]=[C:15]([C:17]([O:19][CH2:20][C:21]3[CH:26]=[CH:25][C:24]([N+:27]([O-:29])=[O:28])=[CH:23][CH:22]=3)=[O:18])[N:16]=2)[CH2:8][CH2:7]1)(=O)=O.[C:30]([O-:33])(=[S:32])[CH3:31].[K+], predict the reaction product. (7) Given the reactants CN1CCOCC1.ClC(OCC(C)C)=O.N[C:17]1[CH:28]=[C:21]2[C:22]([O:24][C:25](=[O:27])[NH:26][C:20]2=[CH:19][CH:18]=1)=[O:23].CN1CCOCC1.ClC(OCC(C)C)=O.C(=O)([O-])N, predict the reaction product. The product is: [C:21]12[C:20](=[CH:19][CH:18]=[CH:17][CH:28]=1)[NH:26][C:25](=[O:27])[O:24][C:22]2=[O:23].